From a dataset of Full USPTO retrosynthesis dataset with 1.9M reactions from patents (1976-2016). Predict the reactants needed to synthesize the given product. (1) Given the product [NH2:23][C:11]1[CH:10]=[CH:9][C:8]([O:7][C:6]2[CH:5]=[CH:4][C:3]([O:2][CH3:1])=[CH:27][CH:26]=2)=[CH:13][C:12]=1[CH2:14][NH:15][C:16](=[O:22])[O:17][C:18]([CH3:20])([CH3:19])[CH3:21], predict the reactants needed to synthesize it. The reactants are: [CH3:1][O:2][C:3]1[CH:27]=[CH:26][C:6]([O:7][C:8]2[CH:9]=[CH:10][C:11]([N+:23]([O-])=O)=[C:12]([CH2:14][NH:15][C:16](=[O:22])[O:17][C:18]([CH3:21])([CH3:20])[CH3:19])[CH:13]=2)=[CH:5][CH:4]=1.[Cl-].[NH4+].C(O)C. (2) Given the product [F:21][C:20]([F:23])([F:22])[C:18](=[O:19])[CH2:17][C:16]([NH:1][C:2]1[NH:3][N:4]=[C:5]([C:7]2[CH:12]=[CH:11][N:10]=[CH:9][CH:8]=2)[CH:6]=1)=[O:15], predict the reactants needed to synthesize it. The reactants are: [NH2:1][C:2]1[NH:3][N:4]=[C:5]([C:7]2[CH:12]=[CH:11][N:10]=[CH:9][CH:8]=2)[CH:6]=1.C([O:15][C:16](=O)[CH2:17][C:18]([C:20]([F:23])([F:22])[F:21])=[O:19])C.C(O)(=O)C.